From a dataset of Forward reaction prediction with 1.9M reactions from USPTO patents (1976-2016). Predict the product of the given reaction. (1) The product is: [CH2:23]([N:30]1[CH2:35][CH2:34][CH:33]([NH:36][C:2]2[C:3]([C:8]3[NH:17][C:16](=[O:18])[C:15]4[C:10](=[CH:11][C:12]([O:21][CH3:22])=[CH:13][C:14]=4[O:19][CH3:20])[N:9]=3)=[N:4][CH:5]=[CH:6][CH:7]=2)[CH2:32][CH2:31]1)[C:24]1[CH:25]=[CH:26][CH:27]=[CH:28][CH:29]=1. Given the reactants F[C:2]1[C:3]([C:8]2[NH:17][C:16](=[O:18])[C:15]3[C:10](=[CH:11][C:12]([O:21][CH3:22])=[CH:13][C:14]=3[O:19][CH3:20])[N:9]=2)=[N:4][CH:5]=[CH:6][CH:7]=1.[CH2:23]([N:30]1[CH2:35][CH2:34][CH:33]([NH2:36])[CH2:32][CH2:31]1)[C:24]1[CH:29]=[CH:28][CH:27]=[CH:26][CH:25]=1.C[Si]([N-][Si](C)(C)C)(C)C.[Li+], predict the reaction product. (2) The product is: [NH:8]1[C:9]2[C:5](=[CH:4][CH:3]=[C:2]([O:1][CH2:18][C:19]([OH:21])=[O:20])[CH:10]=2)[CH:6]=[CH:7]1. Given the reactants [OH:1][C:2]1[CH:10]=[C:9]2[C:5]([CH:6]=[CH:7][NH:8]2)=[CH:4][CH:3]=1.C([O-])([O-])=O.[K+].[K+].Br[CH2:18][C:19]([O:21]C(C)(C)C)=[O:20], predict the reaction product. (3) Given the reactants [CH3:1][N:2]1[CH2:10][C:9]2[C:4](=[CH:5][C:6]([N+:11]([O-])=O)=[CH:7][CH:8]=2)[C:3]1=[O:14], predict the reaction product. The product is: [NH2:11][C:6]1[CH:5]=[C:4]2[C:9]([CH2:10][N:2]([CH3:1])[C:3]2=[O:14])=[CH:8][CH:7]=1. (4) Given the reactants [H-].[H-].[H-].[H-].[Li+].[Al+3].[CH2:7]([N:14]1[CH2:19][CH2:18][N:17]([CH2:20][C:21]2[CH:26]=[CH:25][CH:24]=[CH:23][CH:22]=2)[CH2:16][CH:15]1[C:27]([NH2:29])=O)[C:8]1[CH:13]=[CH:12][CH:11]=[CH:10][CH:9]=1, predict the reaction product. The product is: [CH2:7]([N:14]1[CH2:19][CH2:18][N:17]([CH2:20][C:21]2[CH:26]=[CH:25][CH:24]=[CH:23][CH:22]=2)[CH2:16][CH:15]1[CH2:27][NH2:29])[C:8]1[CH:9]=[CH:10][CH:11]=[CH:12][CH:13]=1. (5) Given the reactants [Cl:1][C:2]1[CH:21]=[CH:20][C:5]([C:6]([C@H:8]2[CH2:12][CH2:11][CH2:10][N:9]2[C:13]([O:15][C:16]([CH3:19])([CH3:18])[CH3:17])=[O:14])=[O:7])=[CH:4][C:3]=1[F:22].CCC(C)[BH-](C(C)CC)C(C)CC.[Li+], predict the reaction product. The product is: [Cl:1][C:2]1[CH:21]=[CH:20][C:5]([C@@H:6]([OH:7])[C@H:8]2[CH2:12][CH2:11][CH2:10][N:9]2[C:13]([O:15][C:16]([CH3:17])([CH3:19])[CH3:18])=[O:14])=[CH:4][C:3]=1[F:22]. (6) Given the reactants [NH2:1][C@@H:2]([CH2:6][CH2:7][CH2:8][C:9]([CH3:14])([N+:11]([O-:13])=[O:12])[CH3:10])[C:3]([OH:5])=[O:4].S(Cl)([Cl:17])=O.[CH3:19]O, predict the reaction product. The product is: [ClH:17].[NH2:1][C@@H:2]([CH2:6][CH2:7][CH2:8][C:9]([CH3:14])([N+:11]([O-:13])=[O:12])[CH3:10])[C:3]([O:5][CH3:19])=[O:4]. (7) Given the reactants [CH3:1][N:2]1[CH2:7][CH2:6][N:5]([CH2:8][C:9]2[CH:10]=C([CH:14]=[C:15]([C:17]([F:20])([F:19])[F:18])[CH:16]=2)C#N)[CH2:4][CH2:3]1.[OH-:21].[Na+].[O:23]1[CH2:28][CH2:27]OCC1, predict the reaction product. The product is: [CH3:1][N:2]1[CH2:7][CH2:6][N:5]([CH2:8][C:9]2[CH:10]=[C:27]([CH:14]=[C:15]([C:17]([F:20])([F:19])[F:18])[CH:16]=2)[C:28]([OH:23])=[O:21])[CH2:4][CH2:3]1. (8) Given the reactants [OH:1][C:2]1[CH:7]=[CH:6][C:5]([C:8]2[CH:13]=[CH:12][C:11]([OH:14])=[CH:10][CH:9]=2)=[CH:4][CH:3]=1.Br[CH2:16][CH2:17][CH2:18][CH2:19][CH2:20][CH2:21][CH2:22][CH2:23][CH2:24][CH:25]=[CH2:26].C([O-])([O-])=O.[K+].[K+].CC(=O)CC, predict the reaction product. The product is: [CH2:26]([O:1][C:2]1[CH:3]=[CH:4][C:5]([C:8]2[CH:13]=[CH:12][C:11]([OH:14])=[CH:10][CH:9]=2)=[CH:6][CH:7]=1)[CH2:25][CH2:24][CH2:23][CH2:22][CH2:21][CH2:20][CH2:19][CH2:18][CH:17]=[CH2:16]. (9) Given the reactants Br[CH2:2][C:3]1[C:13]([Cl:14])=[N:12][CH:11]=[CH:10][C:4]=1[C:5]([O:7]CC)=O.Cl.[CH3:16][C:17]1[CH:18]=[C:19]([CH2:29][NH2:30])[CH:20]=[CH:21][C:22]=1[O:23][CH2:24][C:25]([F:28])([F:27])[F:26], predict the reaction product. The product is: [Cl:14][C:13]1[C:3]2[CH2:2][N:30]([CH2:29][C:19]3[CH:20]=[CH:21][C:22]([O:23][CH2:24][C:25]([F:26])([F:27])[F:28])=[C:17]([CH3:16])[CH:18]=3)[C:5](=[O:7])[C:4]=2[CH:10]=[CH:11][N:12]=1.